Binary Classification. Given a miRNA mature sequence and a target amino acid sequence, predict their likelihood of interaction. From a dataset of Experimentally validated miRNA-target interactions with 360,000+ pairs, plus equal number of negative samples. (1) The miRNA is hsa-miR-7156-3p with sequence CUGCAGCCACUUGGGGAACUGGU. The protein sequence of the target gene is MGYPEVERRELLPAAAPRERGSQGCGCGGAPARAGEGNSCLLFLGFFGLSLALHLLTLCCYLELRSELRRERGAESRLGGSGTPGTSGTLSSLGGLDPDSPITSHLGQPSPKQQPLEPGEAALHSDSQDGHQMALLNFFFPDEKPYSEEESRRVRRNKRSKSNEGADGPVKNKKKGKKAGPPGPNGPPGPPGPPGPQGPPGIPGIPGIPGTTVMGPPGPPGPPGPQGPPGLQGPSGAADKAGTRENQPAVVHLQGQGSAIQVKNDLSGGVLNDWSRITMNPKVFKLHPRSGELEVLVDGT.... Result: 0 (no interaction). (2) The miRNA is mmu-miR-1897-3p with sequence UCAACUCGUUCUGUCCGGUGAG. Result: 0 (no interaction). The protein sequence of the target gene is MRSMKALQKALSRAGSHCGRGGWGHPSRSPLLGGGVRHHLSEAAAQGRETPHSHQPQHQDHDSSESGMLSRLGDLLFYTIAEGQERIPIHKFTTALKATGLQTSDPRLRDCMSEMHRVVQESSSGGLLDRDLFRKCVSSNIVLLTQAFRKKFVIPDFEEFTGHVDRIFEDVKELTGGKVAAYIPQLAKSNPDLWGVSLCTVDGQRHSVGHTKIPFCLQSCVKPLTYAISISTLGTDYVHKFVGKEPSGLRYNKLSLNEEGIPHNPMVNAGAIVVSSLIKMDCNKAEKFDFVLQYLNKMAG.... (3) Result: 0 (no interaction). The protein sequence of the target gene is MVMKASVDDDDSGWELSMPEKMEKSNTNWVDITQDFEEACRELKLGELLHDKLFGLFEAMSAIEMMDPKMDAGMIGNQVNRKVLNFEQAIKDGTIKIKDLTLPELIGIMDTCFCCLITWLEGHSLAQTVFTCLYIHNPDFIEDPAMKAFALGILKICDIAREKVNKAAVFEEEDFQSMTYGFKMANSVTDLRVTGMLKDVEDDMQRRVKSTRSRQGEERDPEVELEHQQCLAVFSRVKFTRVLLTVLIAFTKKETSAVAEAQKLMVQAADLLSAIHNSLHHGIQAQNDTTKGDHPIMMGF.... The miRNA is mmu-miR-93-5p with sequence CAAAGUGCUGUUCGUGCAGGUAG. (4) The miRNA is hsa-miR-548aj-5p with sequence UGCAAAAGUAAUUGCAGUUUUUG. The protein sequence of the target gene is MVWEVKTNQMPNAVQKLLLVMDKRASGMNDSLELLQCNENLPSSPGYNSCDEHMELDDLPELQAVQSDPTQSGMYQLSSDVSHQEYPRSSWNQNTSDIPETTYRENEVDWLTELANIATSPQSPLMQCSFYNRSSPVHIIATSKSLHSYARPPPVSSSSKSEPAFPHHHWKEETPVRHERANSESESGIFCMSSLSDDDDLGWCNSWPSTVWHCFLKGTRLCFHKGSNKEWQDVEDFARAEGCDNEEDLQMGIHKGYGSDGLKLLSHEESVSFGESVLKLTFDPGTVEDGLLTVECKLDH.... Result: 1 (interaction). (5) Result: 0 (no interaction). The miRNA is hsa-miR-1908-5p with sequence CGGCGGGGACGGCGAUUGGUC. The protein sequence of the target gene is MFQTGGLIVFYGLLAQTMAQFGGLPVPLDQTLPLNVNPALPLSPTGLAGSLTNALSNGLLSGGLLGILENLPLLDILKPGGGTSGGLLGGLLGKVTSVIPGLNNIIDIKVTDPQLLELGLVQSPDGHRLYVTIPLGIKLQVNTPLVGASLLRLAVKLDITAEILAVRDKQERIHLVLGDCTHSPGSLQISLLDGLGPLPIQGLLDSLTGILNKVLPELVQGNVCPLVNEVLRGLDITLVHDIVNMLIHGLQFVIKV. (6) The miRNA is mmu-miR-3470b with sequence UCACUCUGUAGACCAGGCUGG. The protein sequence of the target gene is MAARGVIAPVGESLRYAEYLQPSAKRPDADVDQQRLVRSLIAVGLGVAALAFAGRYAFRIWKPLEQVITETAKKISTPSFSSYYKGGFEQKMSRREAGLILGVSPSAGKAKIRTAHRRVMILNHPDKGGSPYVAAKINEAKDLLETTTKH. Result: 0 (no interaction).